Dataset: Forward reaction prediction with 1.9M reactions from USPTO patents (1976-2016). Task: Predict the product of the given reaction. Given the reactants [N:1]1([C:5]2[N:10]=[C:9]([CH2:11][N:12]3[C@@H:16]([CH3:17])[C@@H:15]([C:18]4[CH:23]=[C:22]([C:24]([F:27])([F:26])[F:25])[CH:21]=[C:20]([C:28]([F:31])([F:30])[F:29])[CH:19]=4)[O:14][C:13]3=[O:32])[C:8]([C:33]3[C:34]([CH3:47])=[C:35](/[CH:41]=[CH:42]/[C:43]([O:45]C)=[O:44])[CH:36]=[CH:37][C:38]=3[O:39][CH3:40])=[CH:7][CH:6]=2)[CH2:4][CH2:3][CH2:2]1.[H][H], predict the reaction product. The product is: [N:1]1([C:5]2[N:10]=[C:9]([CH2:11][N:12]3[C@@H:16]([CH3:17])[C@@H:15]([C:18]4[CH:19]=[C:20]([C:28]([F:30])([F:29])[F:31])[CH:21]=[C:22]([C:24]([F:25])([F:27])[F:26])[CH:23]=4)[O:14][C:13]3=[O:32])[C:8]([C:33]3[C:34]([CH3:47])=[C:35]([CH2:41][CH2:42][C:43]([OH:45])=[O:44])[CH:36]=[CH:37][C:38]=3[O:39][CH3:40])=[CH:7][CH:6]=2)[CH2:4][CH2:3][CH2:2]1.